This data is from Forward reaction prediction with 1.9M reactions from USPTO patents (1976-2016). The task is: Predict the product of the given reaction. (1) Given the reactants [NH:1]1[CH:5]=[C:4]([C:6]([O:8]CC)=[O:7])[CH:3]=[N:2]1.[O:11]1[CH:16]=[CH:15][CH2:14][CH2:13][CH2:12]1.C(O)(C(F)(F)F)=O.C([O-])(O)=O.[Na+], predict the reaction product. The product is: [O:11]1[CH2:16][CH2:15][CH2:14][CH2:13][CH:12]1[N:2]1[CH:3]=[C:4]([C:6]([OH:8])=[O:7])[CH:5]=[N:1]1. (2) Given the reactants [CH3:1][O:2][CH2:3][CH:4]([NH:6][C:7]([C:9]1[CH:10]=[C:11]([C:18]2[CH:23]=[CH:22][C:21]([CH3:24])=[CH:20][CH:19]=2)[CH:12]=[C:13]([N:15]=[N+:16]=[N-:17])[CH:14]=1)=[O:8])[CH3:5].[C:25]([Si](C)(C)C)#[CH:26], predict the reaction product. The product is: [CH3:1][O:2][CH2:3][CH:4]([NH:6][C:7]([C:9]1[CH:10]=[C:11]([C:18]2[CH:19]=[CH:20][C:21]([CH3:24])=[CH:22][CH:23]=2)[CH:12]=[C:13]([N:15]2[CH:26]=[CH:25][N:17]=[N:16]2)[CH:14]=1)=[O:8])[CH3:5]. (3) Given the reactants [F:1][CH:2]([F:32])[CH2:3][C:4]([N:18]1[C:26]2[C:21](=[C:22]([NH:27][S:28]([CH3:31])(=[O:30])=[O:29])[CH:23]=[CH:24][CH:25]=2)[CH:20]=[N:19]1)([C:8]1[CH:13]=[CH:12][C:11]([C:14]([F:17])([F:16])[F:15])=[CH:10][CH:9]=1)[C:5](O)=[O:6].CC[N:35](C(C)C)C(C)C.CN(C(ON1N=NC2C=CC=NC1=2)=[N+](C)C)C.F[P-](F)(F)(F)(F)F.[NH4+].[Cl-], predict the reaction product. The product is: [F:1][CH:2]([F:32])[CH2:3][C:4]([N:18]1[C:26]2[C:21](=[C:22]([NH:27][S:28]([CH3:31])(=[O:30])=[O:29])[CH:23]=[CH:24][CH:25]=2)[CH:20]=[N:19]1)([C:8]1[CH:13]=[CH:12][C:11]([C:14]([F:16])([F:15])[F:17])=[CH:10][CH:9]=1)[C:5]([NH2:35])=[O:6]. (4) Given the reactants [Br:1][C:2]1[CH:7]=[C:6]([CH3:8])[N:5]=[CH:4][C:3]=1[OH:9].[H-].[Na+].[C:12]([NH:15][C:16]1[S:17][CH:18]=[C:19]([CH2:21]Cl)[N:20]=1)(=[O:14])[CH3:13], predict the reaction product. The product is: [Br:1][C:2]1[CH:7]=[C:6]([CH3:8])[N:5]=[CH:4][C:3]=1[O:9][CH2:21][C:19]1[N:20]=[C:16]([NH:15][C:12](=[O:14])[CH3:13])[S:17][CH:18]=1. (5) Given the reactants I[C:2]1[N:3]=[C:4]([CH3:7])[S:5][CH:6]=1.[CH2:8]([C:12]1[S:13][C:14]2[CH:20]=[CH:19][CH:18]=[CH:17][C:15]=2[N:16]=1)[CH2:9][C:10]#[CH:11], predict the reaction product. The product is: [CH3:7][C:4]1[S:5][CH:6]=[C:2]([C:11]#[C:10][CH2:9][CH2:8][C:12]2[S:13][C:14]3[CH:20]=[CH:19][CH:18]=[CH:17][C:15]=3[N:16]=2)[N:3]=1. (6) The product is: [N+:45]([C:41]1[CH:40]=[C:39]([C:37]2[N:38]=[C:11]([CH2:10][N:9]([CH2:14][C:15]([F:16])([F:17])[F:18])[C:6]3[CH:7]=[CH:8][C:3]([C:1]#[N:2])=[C:4]([C:19]([F:20])([F:21])[F:22])[CH:5]=3)[O:35][N:36]=2)[CH:44]=[CH:43][CH:42]=1)([O-:47])=[O:46]. Given the reactants [C:1]([C:3]1[CH:8]=[CH:7][C:6]([N:9]([CH2:14][C:15]([F:18])([F:17])[F:16])[CH2:10][C:11](O)=O)=[CH:5][C:4]=1[C:19]([F:22])([F:21])[F:20])#[N:2].CCN=C=NCCCN(C)C.Cl.[OH:35][NH:36][C:37]([C:39]1[CH:44]=[CH:43][CH:42]=[C:41]([N+:45]([O-:47])=[O:46])[CH:40]=1)=[NH:38], predict the reaction product. (7) Given the reactants [CH3:1][O:2][C:3]1[CH:34]=[CH:33][C:6]([CH2:7][NH:8][C:9]([C:11]2[CH:12]=[N:13][C:14]3[C:19]([C:20]=2[NH:21][C:22]2[CH:27]=[CH:26][CH:25]=[C:24]([C:28]([F:31])([F:30])[F:29])[CH:23]=2)=[N:18][C:17]([Cl:32])=[CH:16][CH:15]=3)=[O:10])=[CH:5][CH:4]=1.Cl[C:36](OCC)=[O:37], predict the reaction product. The product is: [Cl:32][C:17]1[CH:16]=[CH:15][C:14]2[N:13]=[CH:12][C:11]3[C:9](=[O:10])[N:8]([CH2:7][C:6]4[CH:5]=[CH:4][C:3]([O:2][CH3:1])=[CH:34][CH:33]=4)[C:36](=[O:37])[N:21]([C:22]4[CH:27]=[CH:26][CH:25]=[C:24]([C:28]([F:29])([F:30])[F:31])[CH:23]=4)[C:20]=3[C:19]=2[N:18]=1. (8) Given the reactants [Cl:1][C:2]1[CH:3]=[C:4]([CH2:16][C:17]([OH:19])=O)[CH:5]=[CH:6][C:7]=1[O:8][S:9]([C:12]([F:15])([F:14])[F:13])(=[O:11])=[O:10].[NH2:20][C:21]1[N:26]=[CH:25][C:24]([N:27]2[CH2:32][CH2:31][N:30]([C:33](=[O:35])[CH3:34])[CH2:29][CH2:28]2)=[CH:23][CH:22]=1.CN(C(ON1N=NC2C=CC=NC1=2)=[N+](C)C)C.F[P-](F)(F)(F)(F)F.CCN(C(C)C)C(C)C, predict the reaction product. The product is: [F:15][C:12]([F:13])([F:14])[S:9]([O:8][C:7]1[CH:6]=[CH:5][C:4]([CH2:16][C:17]([NH:20][C:21]2[CH:22]=[CH:23][C:24]([N:27]3[CH2:32][CH2:31][N:30]([C:33](=[O:35])[CH3:34])[CH2:29][CH2:28]3)=[CH:25][N:26]=2)=[O:19])=[CH:3][C:2]=1[Cl:1])(=[O:10])=[O:11].